Dataset: TCR-epitope binding with 47,182 pairs between 192 epitopes and 23,139 TCRs. Task: Binary Classification. Given a T-cell receptor sequence (or CDR3 region) and an epitope sequence, predict whether binding occurs between them. (1) Result: 1 (the TCR binds to the epitope). The TCR CDR3 sequence is CASSYRDRPNEQFF. The epitope is MMISAGFSL. (2) The epitope is KLSYGIATV. The TCR CDR3 sequence is CASSLYTSNNEQFF. Result: 0 (the TCR does not bind to the epitope).